This data is from Full USPTO retrosynthesis dataset with 1.9M reactions from patents (1976-2016). The task is: Predict the reactants needed to synthesize the given product. (1) Given the product [Br:14][CH2:13][C:4]1[CH:5]=[C:6]([CH:11]=[CH:12][C:3]=1[O:2][CH3:1])[C:7]([O:9][CH3:10])=[O:8], predict the reactants needed to synthesize it. The reactants are: [CH3:1][O:2][C:3]1[CH:12]=[CH:11][C:6]([C:7]([O:9][CH3:10])=[O:8])=[CH:5][C:4]=1[CH3:13].[Br:14]N1C(=O)CCC1=O.N(C(C)(C)C#N)=NC(C)(C)C#N.S([O-])([O-])(=O)=S.[Na+].[Na+]. (2) Given the product [CH3:20][O:21][C:22]([C:24]1[CH:25]=[CH:26][C:27]([CH2:28][C:29]([CH2:8][CH2:9][C:10]2[CH:19]=[CH:18][C:13]([C:14]([O:16][CH3:17])=[O:15])=[CH:12][CH:11]=2)([C:36]([O:38][CH2:39][CH:40]=[CH2:41])=[O:37])[C:30]([O:32][CH2:33][CH:34]=[CH2:35])=[O:31])=[CH:42][CH:43]=1)=[O:23], predict the reactants needed to synthesize it. The reactants are: C(=O)([O-])[O-].[Cs+].[Cs+].Br[CH2:8][CH2:9][C:10]1[CH:19]=[CH:18][C:13]([C:14]([O:16][CH3:17])=[O:15])=[CH:12][CH:11]=1.[CH3:20][O:21][C:22]([C:24]1[CH:43]=[CH:42][C:27]([CH2:28][CH:29]([C:36]([O:38][CH2:39][CH:40]=[CH2:41])=[O:37])[C:30]([O:32][CH2:33][CH:34]=[CH2:35])=[O:31])=[CH:26][CH:25]=1)=[O:23].